This data is from Full USPTO retrosynthesis dataset with 1.9M reactions from patents (1976-2016). The task is: Predict the reactants needed to synthesize the given product. (1) Given the product [F:1][C:2]1[CH:7]=[C:6]2[C:5](=[CH:4][CH:3]=1)[NH:8][C:16]([C:17]([O:19][CH2:20][CH3:21])=[O:18])=[C:14]2[CH3:15], predict the reactants needed to synthesize it. The reactants are: [F:1][C:2]1[CH:7]=[CH:6][C:5]([NH2:8])=[CH:4][CH:3]=1.Cl.N([O-])=O.[Na+].[CH2:14]([CH:16](C(C)=O)[C:17]([O:19][CH2:20][CH3:21])=[O:18])[CH3:15].[OH-].[K+]. (2) Given the product [O:22]1[CH:23]=[CH:24][CH:25]=[C:21]1[C:19]1[N:12]2[C:13]([CH:14]=[N:15][C:10]([NH:9][C:6]3[CH:7]=[CH:8][C:3]([O:2][CH3:1])=[CH:4][CH:5]=3)=[N:11]2)=[C:16]([CH3:17])[N:18]=1, predict the reactants needed to synthesize it. The reactants are: [CH3:1][O:2][C:3]1[CH:8]=[CH:7][C:6]([NH:9][C:10]2[N:11]=[N:12][C:13]([CH:16]([NH:18][C:19]([C:21]3[O:22][CH:23]=[CH:24][CH:25]=3)=O)[CH3:17])=[CH:14][N:15]=2)=[CH:5][CH:4]=1.P(Cl)(Cl)(Cl)=O. (3) Given the product [OH:34][CH2:16][CH2:15][CH2:14][CH:13]([C:17]1[CH:18]=[CH:19][C:20]([C:21]#[N:22])=[CH:23][CH:24]=1)[O:12][C:11]1[CH:25]=[CH:26][C:8]([O:7][CH:2]2[CH2:3][CH2:4][CH2:5][CH2:6][O:1]2)=[CH:9][CH:10]=1, predict the reactants needed to synthesize it. The reactants are: [O:1]1[CH2:6][CH2:5][CH2:4][CH2:3][CH:2]1[O:7][C:8]1[CH:26]=[CH:25][C:11]([O:12][CH:13]([C:17]2[CH:24]=[CH:23][C:20]([C:21]#[N:22])=[CH:19][CH:18]=2)[CH2:14][CH:15]=[CH2:16])=[CH:10][CH:9]=1.B.CSC.C1C[O:34]CC1. (4) Given the product [N:19]1([C:23]([C:25]2[N:26]=[CH:27][C:28]([O:1][C:2]3[C:3]4[C:7]([CH:8]=[C:9]([C:11]([O:13][CH2:14][CH3:15])=[O:12])[CH:10]=3)=[N:6][N:5]([CH:16]([CH3:17])[CH3:18])[CH:4]=4)=[N:29][CH:30]=2)=[O:24])[CH2:22][CH2:21][CH2:20]1, predict the reactants needed to synthesize it. The reactants are: [OH:1][C:2]1[C:3]2[C:7]([CH:8]=[C:9]([C:11]([O:13][CH2:14][CH3:15])=[O:12])[CH:10]=1)=[N:6][N:5]([CH:16]([CH3:18])[CH3:17])[CH:4]=2.[N:19]1([C:23]([C:25]2[CH:30]=[N:29][C:28](Cl)=[CH:27][N:26]=2)=[O:24])[CH2:22][CH2:21][CH2:20]1. (5) Given the product [Cl:1][C:2]1[CH:3]=[C:4]([CH:9]2[O:11][CH:10]2[C:12]([OH:14])=[O:13])[CH:5]=[CH:6][C:7]=1[Cl:8], predict the reactants needed to synthesize it. The reactants are: [Cl:1][C:2]1[CH:3]=[C:4]([CH:9]2[O:11][CH:10]2[C:12]([O:14]C)=[O:13])[CH:5]=[CH:6][C:7]=1[Cl:8].[OH-].[Na+].